Dataset: Forward reaction prediction with 1.9M reactions from USPTO patents (1976-2016). Task: Predict the product of the given reaction. (1) Given the reactants [CH3:1][O:2][C:3](=[O:25])[CH2:4][C:5]1[CH:6]=[C:7]([C:13]2[CH:18]=[CH:17][C:16]([C:19]([F:22])([F:21])[F:20])=[CH:15][C:14]=2[CH:23]=O)[C:8]([O:11][CH3:12])=[CH:9][CH:10]=1.[C:26]1([CH2:32][CH2:33][NH2:34])[CH:31]=[CH:30][CH:29]=[CH:28][CH:27]=1.C(O[BH-](OC(=O)C)OC(=O)C)(=O)C.[Na+], predict the reaction product. The product is: [CH3:1][O:2][C:3](=[O:25])[CH2:4][C:5]1[CH:6]=[C:7]([C:13]2[CH:18]=[CH:17][C:16]([C:19]([F:22])([F:20])[F:21])=[CH:15][C:14]=2[CH2:23][NH:34][CH2:33][CH2:32][C:26]2[CH:31]=[CH:30][CH:29]=[CH:28][CH:27]=2)[C:8]([O:11][CH3:12])=[CH:9][CH:10]=1. (2) Given the reactants C1([C@H](C2C=CC=C(OC[C:17]3[CH:22]=[CH:21][C:20]([C:23]4[CH:28]=[C:27](OC)[CH:26]=[CH:25][C:24]=4F)=[C:19]([C@H:32](O)C(C)(C)C=C)[CH:18]=3)C=2)CC(O)=O)CC1.[Cl:39][C:40]1[CH:41]=[CH:42][C:43]([F:49])=[C:44](B(O)O)[CH:45]=1.[C:50](=[O:53])([O-])[O-:51].[K+].[K+].[CH3:56]N(C=O)C, predict the reaction product. The product is: [Cl:39][C:40]1[CH:41]=[CH:42][C:43]([F:49])=[C:44]([C:28]2[CH:27]=[CH:26][C:25]([C:50]([O:51][CH3:56])=[O:53])=[CH:24][C:23]=2[C:20]2[C:19]([CH3:18])([CH3:32])[CH2:17][CH2:22][CH:21]=2)[CH:45]=1. (3) Given the reactants Br[C:2]1[CH:7]=[CH:6][C:5]([Br:8])=[CH:4][C:3]=1[N+:9]([O-:11])=[O:10].[Cl:12][CH2:13][CH2:14][CH2:15][SH:16].[OH-].[K+], predict the reaction product. The product is: [Br:8][C:5]1[CH:6]=[CH:7][C:2]([S:16][CH2:15][CH2:14][CH2:13][Cl:12])=[C:3]([N+:9]([O-:11])=[O:10])[CH:4]=1. (4) Given the reactants [Cl:1][C:2]1[CH:3]=[C:4]([CH:26]=[CH:27][C:28]=1[OH:29])[NH:5][C:6]1[C:15]2[C:10](=[CH:11][C:12]([O:24][CH3:25])=[CH:13][C:14]=2[O:16][CH:17]2[CH2:22][CH2:21][N:20]([CH3:23])[CH2:19][CH2:18]2)[N:9]=[CH:8][N:7]=1.[N:30]1[CH:35]=[CH:34][C:33]([CH2:36]Cl)=[CH:32][CH:31]=1, predict the reaction product. The product is: [Cl:1][C:2]1[CH:3]=[C:4]([CH:26]=[CH:27][C:28]=1[O:29][CH2:36][C:33]1[CH:34]=[CH:35][N:30]=[CH:31][CH:32]=1)[NH:5][C:6]1[C:15]2[C:10](=[CH:11][C:12]([O:24][CH3:25])=[CH:13][C:14]=2[O:16][CH:17]2[CH2:18][CH2:19][N:20]([CH3:23])[CH2:21][CH2:22]2)[N:9]=[CH:8][N:7]=1.